Dataset: Peptide-MHC class I binding affinity with 185,985 pairs from IEDB/IMGT. Task: Regression. Given a peptide amino acid sequence and an MHC pseudo amino acid sequence, predict their binding affinity value. This is MHC class I binding data. (1) The peptide sequence is YNYSLTLEW. The MHC is HLA-B27:05 with pseudo-sequence HLA-B27:05. The binding affinity (normalized) is 0.213. (2) The peptide sequence is KRDKKKEY. The MHC is Mamu-B08 with pseudo-sequence Mamu-B08. The binding affinity (normalized) is 0.229. (3) The peptide sequence is HIGPGRAFY. The MHC is HLA-A02:02 with pseudo-sequence HLA-A02:02. The binding affinity (normalized) is 0. (4) The peptide sequence is FLGKIWPSYK. The MHC is HLA-A03:01 with pseudo-sequence HLA-A03:01. The binding affinity (normalized) is 0.775.